Predict the product of the given reaction. From a dataset of Forward reaction prediction with 1.9M reactions from USPTO patents (1976-2016). (1) Given the reactants [CH3:1][C:2]1[C:14]([OH:15])=[C:13]([CH3:16])[C:12]([CH3:17])=[C:11]2[C:3]=1[CH2:4][CH:5]([OH:18])[C:6]1([O:10]2)[CH2:9][CH2:8][CH2:7]1.[H-].[Na+].[CH3:21]I, predict the reaction product. The product is: [CH3:21][O:18][CH:5]1[C:6]2([CH2:7][CH2:8][CH2:9]2)[O:10][C:11]2[C:3](=[C:2]([CH3:1])[C:14]([OH:15])=[C:13]([CH3:16])[C:12]=2[CH3:17])[CH2:4]1. (2) Given the reactants [CH3:1][C:2]1([CH2:7][CH:8]([CH2:12][C:13]([N:15]2[CH2:20][CH2:19][O:18][CH2:17][CH2:16]2)=[O:14])[C:9]([OH:11])=O)[CH2:6][CH2:5][CH2:4][CH2:3]1.C(Cl)CCl.C1C=CC2N(O)N=NC=2C=1.[NH2:35][C@@H:36]([CH2:48][CH3:49])[CH:37]([C:39]1[O:40][C:41]2[C:42]([N:47]=1)=[N:43][CH:44]=[CH:45][CH:46]=2)[OH:38].CN1CCOCC1.CC(OI1(OC(C)=O)(OC(C)=O)OC(=O)C2C=CC=CC1=2)=O.[O-]S([O-])(=S)=O.[Na+].[Na+], predict the reaction product. The product is: [CH3:1][C:2]1([CH2:7][CH:8]([CH2:12][C:13]([N:15]2[CH2:20][CH2:19][O:18][CH2:17][CH2:16]2)=[O:14])[C:9]([NH:35][CH:36]([C:37]([C:39]2[O:40][C:41]3[C:42]([N:47]=2)=[N:43][CH:44]=[CH:45][CH:46]=3)=[O:38])[CH2:48][CH3:49])=[O:11])[CH2:3][CH2:4][CH2:5][CH2:6]1. (3) Given the reactants I[C:2]1[CH:7]=[CH:6][CH:5]=[CH:4][C:3]=1[CH3:8].[CH2:9]([CH:12]1[CH2:17][CH2:16][CH2:15][CH2:14][N:13]1[CH2:18][CH2:19][CH2:20][C:21]#N)[CH2:10][CH3:11].C(O)(C(F)(F)F)=[O:24].CC#N, predict the reaction product. The product is: [CH2:9]([CH:12]1[CH2:17][CH2:16][CH2:15][CH2:14][N:13]1[CH2:18][CH2:19][CH2:20][C:21]([C:2]1[CH:7]=[CH:6][CH:5]=[CH:4][C:3]=1[CH3:8])=[O:24])[CH2:10][CH3:11]. (4) Given the reactants [Cl:1][C:2]1[CH:7]=[CH:6][C:5]([CH:8]2[CH2:13][CH2:12][N:11]([C:14](=[O:30])[CH2:15][CH2:16][C:17]([C:19]3[CH:29]=[CH:28][C:22]4[CH2:23][CH2:24][NH:25][CH2:26][CH2:27][C:21]=4[CH:20]=3)=[O:18])[CH2:10][CH2:9]2)=[CH:4][CH:3]=1.C=O.[CH:33](O)=O.[OH-].[Na+], predict the reaction product. The product is: [Cl:1][C:2]1[CH:7]=[CH:6][C:5]([CH:8]2[CH2:9][CH2:10][N:11]([C:14](=[O:30])[CH2:15][CH2:16][C:17]([C:19]3[CH:29]=[CH:28][C:22]4[CH2:23][CH2:24][N:25]([CH3:33])[CH2:26][CH2:27][C:21]=4[CH:20]=3)=[O:18])[CH2:12][CH2:13]2)=[CH:4][CH:3]=1. (5) Given the reactants [CH3:1][O:2][C:3]1[CH:8]=[CH:7][C:6]([C:9]([C:11]2[CH:18]=[CH:17][C:14]([C:15]#[N:16])=[CH:13][CH:12]=2)=O)=[CH:5][CH:4]=1.[CH3:19][C:20]1([CH3:29])[CH2:25][C:24]([CH3:27])([CH3:26])[CH2:23][C:22](=O)[CH2:21]1, predict the reaction product. The product is: [CH3:1][O:2][C:3]1[CH:8]=[CH:7][C:6]([C:9](=[C:22]2[CH2:23][C:24]([CH3:27])([CH3:26])[CH2:25][C:20]([CH3:29])([CH3:19])[CH2:21]2)[C:11]2[CH:18]=[CH:17][C:14]([C:15]#[N:16])=[CH:13][CH:12]=2)=[CH:5][CH:4]=1. (6) Given the reactants [OH:1][C:2]1[CH:7]=[C:6]([C:8]([OH:10])=[O:9])[CH:5]=[CH:4][N:3]=1, predict the reaction product. The product is: [O:1]=[C:2]1[CH2:7][CH:6]([C:8]([OH:10])=[O:9])[CH2:5][CH2:4][NH:3]1. (7) Given the reactants [OH:1][CH:2]1[CH2:7][CH2:6][CH2:5][CH2:4][CH:3]1[O:8][C:9]1[CH:10]=[C:11]([CH:15]=[CH:16][C:17]=1[O:18][CH3:19])[C:12]([OH:14])=O.[CH3:20][CH:21]([NH2:23])[CH3:22], predict the reaction product. The product is: [OH:1][CH:2]1[CH2:7][CH2:6][CH2:5][CH2:4][CH:3]1[O:8][C:9]1[CH:10]=[C:11]([CH:15]=[CH:16][C:17]=1[O:18][CH3:19])[C:12]([NH:23][CH:21]([CH3:22])[CH3:20])=[O:14]. (8) Given the reactants [CH2:1]([N:3]1[C:15]2[CH:14]=[CH:13][C:12]([CH2:16][OH:17])=[CH:11][C:10]=2[C:9]2[C:4]1=[CH:5][CH:6]=[C:7]([O:18][CH3:19])[CH:8]=2)[CH3:2], predict the reaction product. The product is: [CH2:1]([N:3]1[C:15]2[CH:14]=[CH:13][C:12]([CH:16]=[O:17])=[CH:11][C:10]=2[C:9]2[C:4]1=[CH:5][CH:6]=[C:7]([O:18][CH3:19])[CH:8]=2)[CH3:2]. (9) Given the reactants C([O:8][CH2:9][CH:10]([C:21]1[N:30]([C:31]2[CH:36]=[CH:35][CH:34]=[CH:33][CH:32]=2)[C:29](=[O:37])[C:28]2[C:23](=[CH:24][CH:25]=[CH:26][C:27]=2[CH3:38])[N:22]=1)[NH:11][C:12]1[N:20]=[CH:19][N:18]=[C:17]2[C:13]=1[N:14]=[CH:15][NH:16]2)C1C=CC=CC=1.C([O-])([O-])=O.[Na+].[Na+], predict the reaction product. The product is: [OH:8][CH2:9][CH:10]([C:21]1[N:30]([C:31]2[CH:32]=[CH:33][CH:34]=[CH:35][CH:36]=2)[C:29](=[O:37])[C:28]2[C:23](=[CH:24][CH:25]=[CH:26][C:27]=2[CH3:38])[N:22]=1)[NH:11][C:12]1[N:20]=[CH:19][N:18]=[C:17]2[C:13]=1[N:14]=[CH:15][NH:16]2.